From a dataset of Reaction yield outcomes from USPTO patents with 853,638 reactions. Predict the reaction yield, written as a fraction of the theoretical maximum amount of product (1.0 means a 100% yield; for example, 0.34 means a 34% yield). (1) The reactants are [Cl:1][C:2]1[C:7]([Cl:8])=[CH:6][CH:5]=[CH:4][C:3]=1[C:9]1[CH:14]=[CH:13][C:12](/[C:15](/[CH3:19])=[CH:16]/[CH2:17][OH:18])=[CH:11][CH:10]=1.[CH2:20]([O:22][C@@H:23]([CH2:29][C:30]1[CH:35]=[CH:34][C:33](O)=[CH:32][CH:31]=1)[C:24]([O:26][CH2:27][CH3:28])=[O:25])[CH3:21]. No catalyst specified. The product is [Cl:1][C:2]1[C:7]([Cl:8])=[CH:6][CH:5]=[CH:4][C:3]=1[C:9]1[CH:14]=[CH:13][C:12](/[C:15](/[CH3:19])=[CH:16]/[CH2:17][O:18][C:33]2[CH:32]=[CH:31][C:30]([CH2:29][C@H:23]([O:22][CH2:20][CH3:21])[C:24]([O:26][CH2:27][CH3:28])=[O:25])=[CH:35][CH:34]=2)=[CH:11][CH:10]=1. The yield is 0.800. (2) The reactants are CC(OC(/N=N/C(OC(C)C)=O)=O)C.C1(P(C2C=CC=CC=2)C2C=CC=CC=2)C=CC=CC=1.[C:34]1([C:40]2[C:48]3[C:43](=[CH:44][CH:45]=[CH:46][CH:47]=3)[N:42]([S:49]([C:52]3[CH:57]=[CH:56][C:55]([CH3:58])=[CH:54][CH:53]=3)(=[O:51])=[O:50])[C:41]=2[CH:59](O)[CH3:60])[CH:39]=[CH:38][CH:37]=[CH:36][CH:35]=1.C1(P([N:76]=[N+:77]=[N-:78])(C2C=CC=CC=2)=O)C=CC=CC=1. The catalyst is O1CCOCC1.C(Cl)Cl. The product is [N:76]([CH:59]([C:41]1[N:42]([S:49]([C:52]2[CH:57]=[CH:56][C:55]([CH3:58])=[CH:54][CH:53]=2)(=[O:50])=[O:51])[C:43]2[C:48]([C:40]=1[C:34]1[CH:35]=[CH:36][CH:37]=[CH:38][CH:39]=1)=[CH:47][CH:46]=[CH:45][CH:44]=2)[CH3:60])=[N+:77]=[N-:78]. The yield is 0.750. (3) The reactants are [CH3:1][S:2]([C:5]1[CH:6]=[CH:7][C:8]([NH2:11])=[N:9][CH:10]=1)(=[O:4])=[O:3].Br[C:13]1[C:14](=[O:21])[N:15]([CH3:20])[CH:16]=[C:17]([Br:19])[CH:18]=1.C(=O)([O-])[O-].[Cs+].[Cs+].CC1(C)C2C(=C(P(C3C=CC=CC=3)C3C=CC=CC=3)C=CC=2)OC2C(P(C3C=CC=CC=3)C3C=CC=CC=3)=CC=CC1=2. The catalyst is C1C=CC(/C=C/C(/C=C/C2C=CC=CC=2)=O)=CC=1.C1C=CC(/C=C/C(/C=C/C2C=CC=CC=2)=O)=CC=1.C1C=CC(/C=C/C(/C=C/C2C=CC=CC=2)=O)=CC=1.[Pd].[Pd].O1CCOCC1. The product is [Br:19][C:17]1[CH:18]=[C:13]([NH:11][C:8]2[CH:7]=[CH:6][C:5]([S:2]([CH3:1])(=[O:4])=[O:3])=[CH:10][N:9]=2)[C:14](=[O:21])[N:15]([CH3:20])[CH:16]=1. The yield is 0.300. (4) The reactants are [CH:1]1([C:4]2[N:5]=[C:6]([CH3:26])[NH:7][C:8](=[O:25])[C:9]=2[CH2:10][C:11]2[CH:16]=[CH:15][C:14]([C:17]3[C:18]([C:23]#[N:24])=[CH:19][CH:20]=[CH:21][CH:22]=3)=[CH:13][CH:12]=2)[CH2:3][CH2:2]1.[CH3:27][CH:28]1[CH2:32][C:31]2[CH:33]=[C:34](B(O)O)[CH:35]=[CH:36][C:30]=2[O:29]1.C(N(CC)CC)C.N1C=CC=CC=1. The catalyst is C([O-])(=O)C.[Cu+2].C([O-])(=O)C.C(OCC)(=O)C.C(Cl)Cl. The yield is 0.570. The product is [CH:1]1([C:4]2[N:5]=[C:6]([CH3:26])[N:7]([C:34]3[CH:35]=[CH:36][C:30]4[O:29][CH:28]([CH3:27])[CH2:32][C:31]=4[CH:33]=3)[C:8](=[O:25])[C:9]=2[CH2:10][C:11]2[CH:16]=[CH:15][C:14]([C:17]3[C:18]([C:23]#[N:24])=[CH:19][CH:20]=[CH:21][CH:22]=3)=[CH:13][CH:12]=2)[CH2:2][CH2:3]1. (5) The yield is 0.930. The reactants are [F:1][C:2]1[CH:7]=[CH:6][C:5]([F:8])=[CH:4][C:3]=1[C@H:9]1[CH2:13][CH2:12][CH2:11][N:10]1[C:14]1[CH:19]=[CH:18][N:17]2[N:20]=[CH:21][C:22]([NH2:23])=[C:16]2[N:15]=1.[N:24]1[CH:29]=[CH:28][N:27]=[CH:26][C:25]=1[C:30](O)=[O:31].CN(C(ON1N=NC2C=CC=NC1=2)=[N+](C)C)C.F[P-](F)(F)(F)(F)F.CCN(C(C)C)C(C)C. The catalyst is CCOC(C)=O.CN(C=O)C. The product is [F:1][C:2]1[CH:7]=[CH:6][C:5]([F:8])=[CH:4][C:3]=1[C@H:9]1[CH2:13][CH2:12][CH2:11][N:10]1[C:14]1[CH:19]=[CH:18][N:17]2[N:20]=[CH:21][C:22]([NH:23][C:30]([C:25]3[CH:26]=[N:27][CH:28]=[CH:29][N:24]=3)=[O:31])=[C:16]2[N:15]=1. (6) The yield is 0.400. The catalyst is C(O)(=O)C.CO. The product is [CH3:24][N:25]([CH2:1][C:3]1[CH:4]=[C:5]([CH:8]=[CH:9][C:10]=1[N:11]1[C:15]2=[N:16][CH:17]=[CH:18][C:19]([I:20])=[C:14]2[C:13]([CH:21]([CH3:23])[CH3:22])=[N:12]1)[C:6]#[N:7])[CH3:26]. The reactants are [CH:1]([C:3]1[CH:4]=[C:5]([CH:8]=[CH:9][C:10]=1[N:11]1[C:15]2=[N:16][CH:17]=[CH:18][C:19]([I:20])=[C:14]2[C:13]([CH:21]([CH3:23])[CH3:22])=[N:12]1)[C:6]#[N:7])=O.[CH3:24][NH:25][CH3:26]. (7) The reactants are [Cl:1][C:2]1[C:3]([F:31])=[N:4][C:5]([F:30])=[C:6]([Cl:29])[C:7]=1[CH:8](C(OCC1C=CC=CC=1)=O)[C:9]([O:11][CH2:12][C:13]1[CH:18]=[CH:17][CH:16]=[CH:15][CH:14]=1)=[O:10].O. The catalyst is CS(C)=O. The product is [Cl:29][C:6]1[C:5]([F:30])=[N:4][C:3]([F:31])=[C:2]([Cl:1])[C:7]=1[CH2:8][C:9]([O:11][CH2:12][C:13]1[CH:18]=[CH:17][CH:16]=[CH:15][CH:14]=1)=[O:10]. The yield is 0.750. (8) The product is [O:19]=[C:17]1[C:10]2[C:11](=[CH:12][CH:13]=[C:8]([C:5]3([C:3]([OH:2])=[O:4])[CH2:6][CH2:7]3)[CH:9]=2)[O:14][CH2:15][CH2:16]1.[O:19]=[C:17]1[C:10]2[C:11](=[CH:12][CH:13]=[C:8]([C:5]3([C:3]([O:2][CH3:1])=[O:4])[CH2:6][CH2:7]3)[CH:9]=2)[O:14][CH2:15][CH2:16]1. The catalyst is C(Cl)Cl.CN(C=O)C. The yield is 0.190. The reactants are [CH3:1][O:2][C:3]([C:5]1([C:8]2[CH:13]=[CH:12][C:11]([O:14][CH2:15][CH2:16][C:17]([OH:19])=O)=[CH:10][CH:9]=2)[CH2:7][CH2:6]1)=[O:4].C(Cl)(=O)C(Cl)=O. (9) The reactants are [Cl:1][C:2]1[CH:3]=[C:4]([O:8][C:9]2[CH:10]=[C:11]([CH:14]=[C:15]([N+:17]([O-])=O)[CH:16]=2)[C:12]#[N:13])[CH:5]=[N:6][CH:7]=1.O.C([O-])([O-])=O.[Na+].[Na+]. The catalyst is C(O)(=O)C.[Fe]. The product is [NH2:17][C:15]1[CH:14]=[C:11]([CH:10]=[C:9]([O:8][C:4]2[CH:5]=[N:6][CH:7]=[C:2]([Cl:1])[CH:3]=2)[CH:16]=1)[C:12]#[N:13]. The yield is 0.710. (10) The reactants are [CH:1]1([CH:7]([NH:20][C:21]2[CH:29]=[CH:28][C:24]([C:25](O)=[O:26])=[CH:23][CH:22]=2)[C:8]2[CH:12]=[C:11]([C:13]3[CH:18]=[CH:17][N:16]=[CH:15][CH:14]=3)[O:10][C:9]=2[CH3:19])[CH2:6][CH2:5][CH2:4][CH2:3][CH2:2]1.[CH3:30][NH:31][CH2:32][CH2:33][C:34]([O:36]CC)=[O:35].Cl.C(N=C=NCCCN(C)C)C.O.OC1C2N=NNC=2C=CC=1. The catalyst is CN(C)C=O.C(OCC)(=O)C.C(N(CC)CC)C. The product is [CH:1]1([CH:7]([NH:20][C:21]2[CH:29]=[CH:28][C:24]([C:25]([N:31]([CH3:30])[CH2:32][CH2:33][C:34]([OH:36])=[O:35])=[O:26])=[CH:23][CH:22]=2)[C:8]2[CH:12]=[C:11]([C:13]3[CH:14]=[CH:15][N:16]=[CH:17][CH:18]=3)[O:10][C:9]=2[CH3:19])[CH2:6][CH2:5][CH2:4][CH2:3][CH2:2]1. The yield is 0.840.